Dataset: NCI-60 drug combinations with 297,098 pairs across 59 cell lines. Task: Regression. Given two drug SMILES strings and cell line genomic features, predict the synergy score measuring deviation from expected non-interaction effect. (1) Synergy scores: CSS=-5.79, Synergy_ZIP=1.35, Synergy_Bliss=7.05, Synergy_Loewe=-31.1, Synergy_HSA=-9.95. Drug 2: CCC1=C2CN3C(=CC4=C(C3=O)COC(=O)C4(CC)O)C2=NC5=C1C=C(C=C5)O. Cell line: T-47D. Drug 1: CC1=C(C=C(C=C1)NC(=O)C2=CC=C(C=C2)CN3CCN(CC3)C)NC4=NC=CC(=N4)C5=CN=CC=C5. (2) Drug 1: C1=CC(=C2C(=C1NCCNCCO)C(=O)C3=C(C=CC(=C3C2=O)O)O)NCCNCCO. Drug 2: B(C(CC(C)C)NC(=O)C(CC1=CC=CC=C1)NC(=O)C2=NC=CN=C2)(O)O. Cell line: T-47D. Synergy scores: CSS=26.5, Synergy_ZIP=-10.5, Synergy_Bliss=-0.443, Synergy_Loewe=-1.50, Synergy_HSA=-1.12.